The task is: Binary Classification. Given a drug SMILES string, predict its activity (active/inactive) in a high-throughput screening assay against a specified biological target.. This data is from HIV replication inhibition screening data with 41,000+ compounds from the AIDS Antiviral Screen. (1) The molecule is CC(C)(C)C1CCC2c3c([nH]c4ncccc34)C3C(=O)N(c4ccccc4)C(=O)C3C2C1. The result is 0 (inactive). (2) The drug is COc1ccc(OC2(c3cc(OC)ccc3OC)OC(=O)c3ccccc32)cc1. The result is 0 (inactive). (3) The compound is NNC(=O)CSc1nc2ccccc2c(=O)n1N. The result is 0 (inactive). (4) The molecule is COc1ccc(CN2CCCN(Cc3ccc(OC)cc3)C2c2ccccc2O)cc1. The result is 0 (inactive). (5) The result is 0 (inactive). The molecule is C[N+]12CN3CN(CP(C3)C1)C2. (6) The drug is CN(CCCNc1ccc2ncn3c4ccccc4c(=O)c1c23)CCCN1C(=O)c2cccc3cc([N+](=O)[O-])cc(c23)C1=O.CS(=O)(=O)O. The result is 0 (inactive). (7) The result is 0 (inactive). The drug is O=C1C(=Cc2ccco2)N=C2Sc3c(O)ncnc3N12.